Dataset: Catalyst prediction with 721,799 reactions and 888 catalyst types from USPTO. Task: Predict which catalyst facilitates the given reaction. (1) Reactant: N[C@H](C(O)=O)C[S:4]([CH2:6][CH:7]=[CH2:8])=[O:5]. Product: [CH2:8]=[CH:7][CH2:6][S:4](=[O:5])[S:4][CH2:6][CH:7]=[CH2:8]. The catalyst class is: 6. (2) Reactant: [C:1]([C:5]1[N:10]=[C:9]2[NH:11][N:12]=[CH:13][C:8]2=[C:7]([N:14]2[CH2:18][CH2:17][C@H:16]([OH:19])[CH2:15]2)[N:6]=1)([CH3:4])([CH3:3])[CH3:2].N1C=CN=C1.[C:25]([Si:29]([CH3:32])([CH3:31])Cl)([CH3:28])([CH3:27])[CH3:26]. Product: [C:1]([C:5]1[N:10]=[C:9]2[NH:11][N:12]=[CH:13][C:8]2=[C:7]([N:14]2[CH2:18][CH2:17][C@H:16]([O:19][Si:29]([C:25]([CH3:28])([CH3:27])[CH3:26])([CH3:32])[CH3:31])[CH2:15]2)[N:6]=1)([CH3:4])([CH3:2])[CH3:3]. The catalyst class is: 3. (3) Reactant: [CH2:1]([O:8][C:9]1[CH:21]=[C:20]2[C:12]([C:13]3[CH:14]=[CH:15][C:16]([NH:22]C(=O)OC(C)(C)C)=[CH:17][C:18]=3[NH:19]2)=[CH:11][CH:10]=1)[C:2]1[CH:7]=[CH:6][CH:5]=[CH:4][CH:3]=1.Cl. Product: [CH2:1]([O:8][C:9]1[CH:21]=[C:20]2[C:12]([C:13]3[CH:14]=[CH:15][C:16]([NH2:22])=[CH:17][C:18]=3[NH:19]2)=[CH:11][CH:10]=1)[C:2]1[CH:3]=[CH:4][CH:5]=[CH:6][CH:7]=1. The catalyst class is: 12. (4) Reactant: [OH:1][CH2:2][C:3]1[S:7][CH:6]=[N:5][CH:4]=1.CN1CCOCC1.Cl[C:16]([O:18][C:19]1[CH:24]=[CH:23][C:22]([N+:25]([O-:27])=[O:26])=[CH:21][CH:20]=1)=[O:17]. Product: [CH:23]1[C:22]([N+:25]([O-:27])=[O:26])=[CH:21][CH:20]=[C:19]([O:18][C:16]([O:1][CH2:2][C:3]2[S:7][CH:6]=[N:5][CH:4]=2)=[O:17])[CH:24]=1. The catalyst class is: 366.